This data is from Reaction yield outcomes from USPTO patents with 853,638 reactions. The task is: Predict the reaction yield, written as a fraction of the theoretical maximum amount of product (1.0 means a 100% yield; for example, 0.34 means a 34% yield). (1) The reactants are [C:1]([O:5][C:6]([C:8]1([CH3:29])[N:12]2[C:13](=[O:28])[C:14]([NH:17][C:18]([O:20][CH2:21][C:22]3[CH:27]=[CH:26][CH:25]=[CH:24][CH:23]=3)=[O:19])=[CH:15][N:16]=[C:11]2[CH2:10][CH2:9]1)=[O:7])([CH3:4])([CH3:3])[CH3:2].[CH2:30](OC(NC1C(=O)N2[C@H](C(OC(C)(C)C)=O)CCC2=NC=1)=O)[C:31]1C=CC=CC=1.C(I)C=C. No catalyst specified. The product is [C:1]([O:5][C:6]([C:8]1([CH2:29][CH:30]=[CH2:31])[N:12]2[C:13](=[O:28])[C:14]([NH:17][C:18]([O:20][CH2:21][C:22]3[CH:27]=[CH:26][CH:25]=[CH:24][CH:23]=3)=[O:19])=[CH:15][N:16]=[C:11]2[CH2:10][CH2:9]1)=[O:7])([CH3:4])([CH3:2])[CH3:3]. The yield is 0.550. (2) The reactants are [C:1]1([OH:7])[CH:6]=[CH:5][CH:4]=[CH:3][CH:2]=1.[H-].[Na+].CS(O[CH:15]1[CH2:18][N:17]([CH:19]([C:26]2[CH:31]=[CH:30][CH:29]=[CH:28][CH:27]=2)[C:20]2[CH:25]=[CH:24][CH:23]=[CH:22][CH:21]=2)[CH2:16]1)(=O)=O. The catalyst is CN(C=O)C. The product is [C:20]1([CH:19]([C:26]2[CH:31]=[CH:30][CH:29]=[CH:28][CH:27]=2)[N:17]2[CH2:18][CH:15]([O:7][C:1]3[CH:6]=[CH:5][CH:4]=[CH:3][CH:2]=3)[CH2:16]2)[CH:21]=[CH:22][CH:23]=[CH:24][CH:25]=1. The yield is 0.670. (3) The reactants are [CH3:1][NH:2][CH3:3].C1COCC1.[Cl:9][CH2:10][C:11]([NH:13][CH2:14][C:15]1[CH:23]=[CH:22][CH:21]=[C:20]2[C:16]=1[CH2:17][N:18]([CH:25]1[CH2:30][CH2:29][C:28](=[O:31])[NH:27][C:26]1=[O:32])[C:19]2=[O:24])=[O:12]. The catalyst is CN(C=O)C. The product is [ClH:9].[CH3:1][N:2]([CH3:3])[CH2:10][C:11]([NH:13][CH2:14][C:15]1[CH:23]=[CH:22][CH:21]=[C:20]2[C:16]=1[CH2:17][N:18]([CH:25]1[CH2:30][CH2:29][C:28](=[O:31])[NH:27][C:26]1=[O:32])[C:19]2=[O:24])=[O:12]. The yield is 0.540. (4) The reactants are [Cl:1][C:2]1[CH:3]=[C:4]2[C:9](=[CH:10][C:11]=1[OH:12])[O:8][CH2:7][CH2:6][CH:5]2[C:13]([O:15][CH2:16][CH3:17])=[O:14].[Br:18]Br. The catalyst is C(O)(=O)C. The product is [Br:18][C:10]1[C:11]([OH:12])=[C:2]([Cl:1])[CH:3]=[C:4]2[C:9]=1[O:8][CH2:7][CH2:6][CH:5]2[C:13]([O:15][CH2:16][CH3:17])=[O:14]. The yield is 0.900. (5) The reactants are [CH:1]1([C:4]2[C:5]([O:12][CH2:13][CH:14]3[CH2:16][CH2:15]3)=[CH:6][C:7]([C:10]#N)=[N:8][CH:9]=2)[CH2:3][CH2:2]1.[OH-:17].[K+].Cl.[OH2:20]. No catalyst specified. The product is [CH:1]1([C:4]2[C:5]([O:12][CH2:13][CH:14]3[CH2:16][CH2:15]3)=[CH:6][C:7]([C:10]([OH:20])=[O:17])=[N:8][CH:9]=2)[CH2:3][CH2:2]1. The yield is 0.920. (6) The reactants are [Br:1][C:2]1[C:3]2[C:8]([C:9]([C:16]3[CH:21]=[CH:20][C:19]([CH:22]=O)=[CH:18][CH:17]=3)=[C:10]3[C:15]=1[CH:14]=[CH:13][CH:12]=[CH:11]3)=[CH:7][CH:6]=[CH:5][CH:4]=2.[CH2:24](P(=O)(OCC)OCC)[C:25]1[CH:30]=[CH:29][CH:28]=[CH:27][CH:26]=1.CS(C)=O.CC(C)([O-])C.[K+]. The catalyst is O. The yield is 0.860. The product is [Br:1][C:2]1[C:3]2[C:8]([C:9]([C:16]3[CH:21]=[CH:20][C:19]([CH:22]=[CH:24][C:25]4[CH:30]=[CH:29][CH:28]=[CH:27][CH:26]=4)=[CH:18][CH:17]=3)=[C:10]3[C:15]=1[CH:14]=[CH:13][CH:12]=[CH:11]3)=[CH:7][CH:6]=[CH:5][CH:4]=2.